This data is from Forward reaction prediction with 1.9M reactions from USPTO patents (1976-2016). The task is: Predict the product of the given reaction. (1) Given the reactants [H-].[Na+].C(OP([CH2:11][C:12]([O:14][CH2:15][CH3:16])=[O:13])(OCC)=O)C.[F:17][C:18]1[C:26]2[C:22](=[CH:23][N:24]([CH3:27])[N:25]=2)[C:21]([CH:28]=O)=[CH:20][CH:19]=1.O, predict the reaction product. The product is: [F:17][C:18]1[C:26]2[C:22](=[CH:23][N:24]([CH3:27])[N:25]=2)[C:21](/[CH:28]=[CH:11]/[C:12]([O:14][CH2:15][CH3:16])=[O:13])=[CH:20][CH:19]=1. (2) Given the reactants [CH3:1][C:2]1[CH:3]=[C:4]([CH:7]=[C:8]([CH3:22])[C:9]=1[O:10][C:11]1[CH:16]=[CH:15][C:14]([O:17][CH3:18])=[C:13]([CH:19]([CH3:21])[CH3:20])[CH:12]=1)C=O.ClC1C=C(C=CC=1)C(OO)=[O:28].[OH-].[Na+].Cl, predict the reaction product. The product is: [CH3:1][C:2]1[CH:3]=[C:4]([OH:28])[CH:7]=[C:8]([CH3:22])[C:9]=1[O:10][C:11]1[CH:16]=[CH:15][C:14]([O:17][CH3:18])=[C:13]([CH:19]([CH3:21])[CH3:20])[CH:12]=1.